The task is: Predict the product of the given reaction.. This data is from Forward reaction prediction with 1.9M reactions from USPTO patents (1976-2016). Given the reactants [Cl:1]N1C(=O)N(Cl)C(=O)N(Cl)C1=O.[Cl:13][C:14]1[N:15]=[N:16][C:17]([CH3:20])=[CH:18][CH:19]=1, predict the reaction product. The product is: [Cl:13][C:14]1[N:15]=[N:16][C:17]([CH2:20][Cl:1])=[CH:18][CH:19]=1.